Dataset: Reaction yield outcomes from USPTO patents with 853,638 reactions. Task: Predict the reaction yield, written as a fraction of the theoretical maximum amount of product (1.0 means a 100% yield; for example, 0.34 means a 34% yield). (1) The reactants are [CH2:1]([NH:5][C:6]1[CH:12]=[CH:11][C:10]([C:13]2[O:14][C:15]3[CH:21]=[CH:20][CH:19]=[CH:18][C:16]=3[N:17]=2)=[CH:9][C:7]=1[NH2:8])[CH2:2][CH2:3][CH3:4].Cl.[C:23](=N)(OC)[CH3:24].C(=O)([O-])O.[Na+]. The catalyst is CO. The product is [O:14]1[C:15]2[CH:21]=[CH:20][CH:19]=[CH:18][C:16]=2[N:17]=[C:13]1[C:10]1[CH:11]=[CH:12][C:6]2[N:5]([CH2:1][CH2:2][CH2:3][CH3:4])[C:23]([CH3:24])=[N:8][C:7]=2[CH:9]=1. The yield is 0.900. (2) The reactants are [CH3:1][O:2][C:3](=[O:28])[C:4]1[CH:9]=[CH:8][C:7]([S:10][C:11]2[CH:16]=[CH:15][C:14]([NH:17][C:18]([O:20][C:21]([CH3:24])([CH3:23])[CH3:22])=[O:19])=[CH:13][CH:12]=2)=[C:6]([N+:25]([O-])=O)[CH:5]=1.[NH4+].[Cl-]. The catalyst is CCO.[Fe]. The product is [CH3:1][O:2][C:3](=[O:28])[C:4]1[CH:9]=[CH:8][C:7]([S:10][C:11]2[CH:12]=[CH:13][C:14]([NH:17][C:18]([O:20][C:21]([CH3:22])([CH3:24])[CH3:23])=[O:19])=[CH:15][CH:16]=2)=[C:6]([NH2:25])[CH:5]=1. The yield is 0.660. (3) The reactants are [ClH:1].[C:2]1([N:8]([CH2:32][C:33]([O:35]CC)=[O:34])[C:9]([C:11]2[CH:31]=[CH:30][C:14]3[N:15]([CH3:29])[C:16]([CH2:18][CH2:19][C:20]4[CH:25]=[CH:24][C:23]([C:26](=[NH:28])[NH2:27])=[CH:22][CH:21]=4)=[N:17][C:13]=3[CH:12]=2)=[O:10])[CH:7]=[CH:6][CH:5]=[CH:4][CH:3]=1.[OH-].[Na+]. No catalyst specified. The product is [ClH:1].[C:2]1([N:8]([CH2:32][C:33]([OH:35])=[O:34])[C:9]([C:11]2[CH:31]=[CH:30][C:14]3[N:15]([CH3:29])[C:16]([CH2:18][CH2:19][C:20]4[CH:25]=[CH:24][C:23]([C:26](=[NH:27])[NH2:28])=[CH:22][CH:21]=4)=[N:17][C:13]=3[CH:12]=2)=[O:10])[CH:3]=[CH:4][CH:5]=[CH:6][CH:7]=1. The yield is 0.970. (4) The reactants are C[O:2][C:3]([C:5]1[CH2:14][C:13](=[O:15])[C:12]2[C:7](=[C:8](Cl)[C:9]([CH3:17])=[C:10](Cl)[CH:11]=2)[N:6]=1)=[O:4].O[Li].O. The catalyst is CO.O.[Pd]. The product is [C:3]([C:5]1[CH2:14][C:13](=[O:15])[C:12]2[C:7](=[CH:8][C:9]([CH3:17])=[CH:10][CH:11]=2)[N:6]=1)([OH:4])=[O:2]. The yield is 0.900. (5) The reactants are C([SiH](CC)CC)C.[CH2:8]([O:10][C:11](=[O:48])[C:12]([O:40][C:41]1[CH:46]=[CH:45][CH:44]=[CH:43][C:42]=1[F:47])([CH3:39])[CH2:13][C:14]1[CH:19]=[CH:18][C:17]([O:20][CH2:21][CH2:22][CH:23]2[CH2:27][N:26](CC3C=CC(OC)=CC=3)[C:25](=[O:37])[N:24]2[CH3:38])=[CH:16][CH:15]=1)[CH3:9]. The catalyst is FC(F)(F)C(O)=O. The product is [CH2:8]([O:10][C:11](=[O:48])[C:12]([O:40][C:41]1[CH:46]=[CH:45][CH:44]=[CH:43][C:42]=1[F:47])([CH3:39])[CH2:13][C:14]1[CH:19]=[CH:18][C:17]([O:20][CH2:21][CH2:22][CH:23]2[CH2:27][NH:26][C:25](=[O:37])[N:24]2[CH3:38])=[CH:16][CH:15]=1)[CH3:9]. The yield is 1.00. (6) The reactants are [CH2:1]([OH:7])[CH2:2]/[CH:3]=[CH:4]/[CH2:5][CH3:6].[S:8](Cl)([C:11]1[CH:17]=[CH:16][C:14]([CH3:15])=[CH:13][CH:12]=1)(=[O:10])=[O:9].CCN(CC)CC. The catalyst is CN(C1C=CN=CC=1)C. The product is [CH3:15][C:14]1[CH:16]=[CH:17][C:11]([S:8]([O:7][CH2:1][CH2:2]/[CH:3]=[CH:4]/[CH2:5][CH3:6])(=[O:10])=[O:9])=[CH:12][CH:13]=1. The yield is 0.990. (7) The reactants are [NH2:1][C:2]1[C:7]([C:8]([O-:10])=O)=[CH:6][N:5]=[C:4]([S:11][CH3:12])[N:3]=1.[Na].[NH2:14][C:15]1[CH:16]=[C:17]([NH:22][C:23](=[O:34])[C:24]2[CH:29]=[CH:28][CH:27]=[C:26]([C:30]([F:33])([F:32])[F:31])[CH:25]=2)[CH:18]=[CH:19][C:20]=1[CH3:21].CCN(C(C)C)C(C)C.CN(C(ON1N=NC2C=CC=NC1=2)=[N+](C)C)C.F[P-](F)(F)(F)(F)F. The catalyst is CN(C=O)C.CCOC(C)=O. The yield is 0.610. The product is [CH3:21][C:20]1[CH:19]=[CH:18][C:17]([NH:22][C:23](=[O:34])[C:24]2[CH:29]=[CH:28][CH:27]=[C:26]([C:30]([F:31])([F:32])[F:33])[CH:25]=2)=[CH:16][C:15]=1[NH:14][C:8]([C:7]1[C:2]([NH2:1])=[N:3][C:4]([S:11][CH3:12])=[N:5][CH:6]=1)=[O:10]. (8) The reactants are [OH:1][C:2]1[CH:6]=[C:5]([C:7]([O:9][CH2:10][CH3:11])=[O:8])[N:4]([CH3:12])[N:3]=1.[CH3:13][N:14]([CH3:18])[CH2:15][CH2:16]O.C1C=CC(P(C2C=CC=CC=2)C2C=CC=CC=2)=CC=1.CC(OC(/N=N/C(OC(C)C)=O)=O)C. The catalyst is C1COCC1. The product is [CH3:13][N:14]([CH3:18])[CH2:15][CH2:16][O:1][C:2]1[CH:6]=[C:5]([C:7]([O:9][CH2:10][CH3:11])=[O:8])[N:4]([CH3:12])[N:3]=1. The yield is 0.400.